This data is from Catalyst prediction with 721,799 reactions and 888 catalyst types from USPTO. The task is: Predict which catalyst facilitates the given reaction. Reactant: [NH:1]1[C:10]2[C:5](=[CH:6][CH:7]=[CH:8][CH:9]=2)[CH2:4][CH2:3][CH2:2]1.Br[CH2:12][C:13]([O:15][CH3:16])=[O:14].C(=O)([O-])[O-].[K+].[K+].[I-].[K+]. Product: [N:1]1([CH2:12][C:13]([O:15][CH3:16])=[O:14])[C:10]2[C:5](=[CH:6][CH:7]=[CH:8][CH:9]=2)[CH2:4][CH2:3][CH2:2]1. The catalyst class is: 10.